Dataset: Reaction yield outcomes from USPTO patents with 853,638 reactions. Task: Predict the reaction yield, written as a fraction of the theoretical maximum amount of product (1.0 means a 100% yield; for example, 0.34 means a 34% yield). (1) The reactants are [N:1]1[CH:6]=[CH:5][C:4]([C:7]2[CH:15]=[CH:14][CH:13]=[C:12]3[C:8]=2[CH2:9][C:10](=[O:16])[NH:11]3)=[CH:3][CH:2]=1.[O:17]=[C:18]1[C:23]2=[CH:24][NH:25][C:26]([CH:27]=O)=[C:22]2[CH2:21][CH2:20][O:19]1. The catalyst is N1CCCCC1.C(O)C. The product is [O:16]=[C:10]1[C:9](=[CH:27][C:26]2[NH:25][CH:24]=[C:23]3[C:18](=[O:17])[O:19][CH2:20][CH2:21][C:22]=23)[C:8]2[C:12](=[CH:13][CH:14]=[CH:15][C:7]=2[C:4]2[CH:5]=[CH:6][N:1]=[CH:2][CH:3]=2)[NH:11]1. The yield is 0.170. (2) The reactants are [Br:1][C:2]1[CH:3]=[C:4]([CH:8]=[CH:9][C:10]=1[F:11])[C:5]([OH:7])=[O:6].[Si](C=[N+]=[N-])(C)(C)[CH3:13].CCOCC. The catalyst is C1COCC1.CO. The product is [CH3:13][O:6][C:5](=[O:7])[C:4]1[CH:8]=[CH:9][C:10]([F:11])=[C:2]([Br:1])[CH:3]=1. The yield is 1.00. (3) The reactants are [CH3:1][O:2][C:3](=[O:11])[CH2:4][CH2:5][CH2:6][C:7]#[C:8][CH2:9]O.C1(P(C2C=CC=CC=2)C2C=CC=CC=2)C=CC=CC=1.N1C=CN=C1.[I:36]I. The catalyst is ClCCl. The product is [CH3:1][O:2][C:3](=[O:11])[CH2:4][CH2:5][CH2:6][C:7]#[C:8][CH2:9][I:36]. The yield is 0.830. (4) The reactants are N#N.C(O)C.[NH2:6][C:7]1[CH:12]=[CH:11][CH:10]=[CH:9][C:8]=1B(O)O.[CH3:16][O:17][C:18](=[O:27])[CH2:19][C:20]1[CH:25]=[CH:24][CH:23]=[C:22](Br)[CH:21]=1. The catalyst is C1(C)C=CC=CC=1.[Pd].C1(P(C2C=CC=CC=2)C2C=CC=CC=2)C=CC=CC=1.C1(P(C2C=CC=CC=2)C2C=CC=CC=2)C=CC=CC=1.C1(P(C2C=CC=CC=2)C2C=CC=CC=2)C=CC=CC=1.C1(P(C2C=CC=CC=2)C2C=CC=CC=2)C=CC=CC=1. The product is [CH3:16][O:17][C:18](=[O:27])[CH2:19][C:20]1[CH:25]=[C:24]([C:8]2[CH:9]=[CH:10][CH:11]=[CH:12][C:7]=2[NH2:6])[CH:23]=[CH:22][CH:21]=1. The yield is 0.810. (5) The reactants are [F:1][C:2]([F:32])([F:31])[C:3]1[CH:4]=[CH:5][C:6]([O:9][C:10]2[CH:11]=[C:12](/[CH:16]=[C:17]3/[CH2:18][CH:19]([NH:23]C(=O)OC(C)(C)C)[CH2:20][CH2:21][CH2:22]/3)[CH:13]=[CH:14][CH:15]=2)=[N:7][CH:8]=1.Cl. The catalyst is O1CCOCC1.C(OCC)(=O)C. The product is [F:32][C:2]([F:1])([F:31])[C:3]1[CH:4]=[CH:5][C:6]([O:9][C:10]2[CH:11]=[C:12](/[CH:16]=[C:17]3/[CH2:18][CH:19]([NH2:23])[CH2:20][CH2:21][CH2:22]/3)[CH:13]=[CH:14][CH:15]=2)=[N:7][CH:8]=1. The yield is 0.920. (6) The reactants are C(O)(C(F)(F)F)=O.[OH:8][CH2:9][C:10]1[CH:15]=[CH:14][C:13]([O:16][C:17](=[O:26])[N:18]([CH3:25])[C:19]2[CH:24]=[CH:23][CH:22]=[CH:21][CH:20]=2)=[CH:12][CH:11]=1.Cl.O[N:29]1[CH:33]=[CH:32][N:31]=[CH:30]1. No catalyst specified. The product is [N:29]1([O:8][CH2:9][C:10]2[CH:11]=[CH:12][C:13]([O:16][C:17](=[O:26])[N:18]([CH3:25])[C:19]3[CH:20]=[CH:21][CH:22]=[CH:23][CH:24]=3)=[CH:14][CH:15]=2)[CH:33]=[CH:32][N:31]=[CH:30]1. The yield is 0.870. (7) The reactants are Br[C:2]1[S:6][C:5]([S:7]([NH:10][C:11]2[CH:16]=[CH:15][CH:14]=[C:13]([C:17]3[NH:21][N:20]=[N:19][N:18]=3)[CH:12]=2)(=[O:9])=[O:8])=[CH:4][CH:3]=1.[F:22][C:23]1[CH:28]=[CH:27][C:26](B(O)O)=[C:25]([O:32][CH3:33])[CH:24]=1. No catalyst specified. The product is [F:22][C:23]1[CH:28]=[CH:27][C:26]([C:2]2[S:6][C:5]([S:7]([NH:10][C:11]3[CH:16]=[CH:15][CH:14]=[C:13]([C:17]4[NH:21][N:20]=[N:19][N:18]=4)[CH:12]=3)(=[O:9])=[O:8])=[CH:4][CH:3]=2)=[C:25]([O:32][CH3:33])[CH:24]=1. The yield is 0.370. (8) The yield is 0.900. The reactants are [H-].[Na+].[CH3:3][O:4][C:5](=[O:13])[C:6]1[CH:11]=[C:10](O)[CH:9]=[N:8][CH:7]=1.IC.CN(C)[CH:18]=[O:19]. No catalyst specified. The product is [CH3:3][O:4][C:5](=[O:13])[C:6]1[CH:11]=[CH:10][C:9]([O:19][CH3:18])=[N:8][CH:7]=1. (9) The reactants are Br[C:2]1[CH:7]=[CH:6][C:5]([N:8]([C:13]2[C:32]([CH:33]3[CH2:35][CH2:34]3)=[CH:31][C:16]3[C:17]([C:27]([NH:29][CH3:30])=[O:28])=[C:18]([C:20]4[CH:25]=[CH:24][C:23]([F:26])=[CH:22][CH:21]=4)[O:19][C:15]=3[CH:14]=2)[S:9]([CH3:12])(=[O:11])=[O:10])=[C:4]([F:36])[CH:3]=1.C([O-])(=O)C.[K+].[B:42]1([B:42]2[O:46][C:45]([CH3:48])([CH3:47])[C:44]([CH3:50])([CH3:49])[O:43]2)[O:46][C:45]([CH3:48])([CH3:47])[C:44]([CH3:50])([CH3:49])[O:43]1. The catalyst is O1CCOCC1.C1C=CC(P(C2C=CC=CC=2)[C-]2C=CC=C2)=CC=1.C1C=CC(P(C2C=CC=CC=2)[C-]2C=CC=C2)=CC=1.Cl[Pd]Cl.[Fe+2]. The product is [CH:33]1([C:32]2[C:13]([N:8]([C:5]3[CH:6]=[CH:7][C:2]([B:42]4[O:46][C:45]([CH3:48])([CH3:47])[C:44]([CH3:50])([CH3:49])[O:43]4)=[CH:3][C:4]=3[F:36])[S:9]([CH3:12])(=[O:11])=[O:10])=[CH:14][C:15]3[O:19][C:18]([C:20]4[CH:25]=[CH:24][C:23]([F:26])=[CH:22][CH:21]=4)=[C:17]([C:27]([NH:29][CH3:30])=[O:28])[C:16]=3[CH:31]=2)[CH2:34][CH2:35]1. The yield is 0.760.